This data is from hERG potassium channel inhibition data for cardiac toxicity prediction from Karim et al.. The task is: Regression/Classification. Given a drug SMILES string, predict its toxicity properties. Task type varies by dataset: regression for continuous values (e.g., LD50, hERG inhibition percentage) or binary classification for toxic/non-toxic outcomes (e.g., AMES mutagenicity, cardiotoxicity, hepatotoxicity). Dataset: herg_karim. (1) The compound is CC1CN(C(=O)C2CN(c3cccnn3)CC2c2ccc(F)cc2F)CC(C)C1(O)C1CC1. The result is 0 (non-blocker). (2) The result is 0 (non-blocker). The compound is Cn1ncc(C(=O)N2[C@H]3CC[C@@H]2C[C@H](Nc2n[nH]c4ccc(F)cc24)C3)c1Cl. (3) The molecule is O=C(c1ccc(C=Cc2n[nH]c3ccccc23)cc1)N1CCNCC1. The result is 0 (non-blocker). (4) The compound is COC(=O)N(NC(=O)c1c(CN2CCN(C(C)=O)CC2)c(-c2ccccc2)nc2ccccc12)c1ccccc1. The result is 1 (blocker). (5) The compound is Cc1c([C@@H](O)CN2CCC3(CC2)CCN(c2cc(-c4ccccc4)ns2)C3=O)ccc2c1COC2=O. The result is 1 (blocker).